This data is from Forward reaction prediction with 1.9M reactions from USPTO patents (1976-2016). The task is: Predict the product of the given reaction. (1) Given the reactants [Cl:1][C:2]1[CH:3]=[N:4][C:5]2[N:6]([N:8]=[C:9]([C:11]([OH:13])=O)[CH:10]=2)[CH:7]=1.[S:14]1[CH:18]=[CH:17][CH:16]=[C:15]1[C:19]1[N:23]2[CH2:24][CH2:25][NH:26][CH2:27][C:22]2=[N:21][N:20]=1, predict the reaction product. The product is: [Cl:1][C:2]1[CH:3]=[N:4][C:5]2[N:6]([N:8]=[C:9]([C:11]([N:26]3[CH2:25][CH2:24][N:23]4[C:19]([C:15]5[S:14][CH:18]=[CH:17][CH:16]=5)=[N:20][N:21]=[C:22]4[CH2:27]3)=[O:13])[CH:10]=2)[CH:7]=1. (2) Given the reactants [C:1]([C:5]1[CH:6]=[C:7]([NH:16][C:17]([NH:19][C:20]2[C:29]3[C:24](=[CH:25][CH:26]=[CH:27][CH:28]=3)[C:23]([O:30][C:31]3[CH:36]=[CH:35][N:34]=[C:33]([NH:37][C:38]4[CH:43]=[C:42]([O:44][CH2:45][CH2:46][O:47][CH2:48][CH2:49][O:50][CH2:51][CH2:52][O:53][CH3:54])[CH:41]=[C:40]([O:55][CH3:56])[CH:39]=4)[N:32]=3)=[CH:22][CH:21]=2)=[O:18])[C:8]([O:14][CH3:15])=[C:9]([CH:13]=1)[C:10]([OH:12])=O)([CH3:4])([CH3:3])[CH3:2].[CH3:57][O:58][CH2:59][CH2:60][NH2:61].C(N(CC)CC)C.C(P1(=O)OP(CCC)(=O)OP(CCC)(=O)O1)CC.CCOC(C)=O, predict the reaction product. The product is: [C:1]([C:5]1[CH:6]=[C:7]([NH:16][C:17]([NH:19][C:20]2[C:29]3[C:24](=[CH:25][CH:26]=[CH:27][CH:28]=3)[C:23]([O:30][C:31]3[CH:36]=[CH:35][N:34]=[C:33]([NH:37][C:38]4[CH:43]=[C:42]([O:44][CH2:45][CH2:46][O:47][CH2:48][CH2:49][O:50][CH2:51][CH2:52][O:53][CH3:54])[CH:41]=[C:40]([O:55][CH3:56])[CH:39]=4)[N:32]=3)=[CH:22][CH:21]=2)=[O:18])[C:8]([O:14][CH3:15])=[C:9]([CH:13]=1)[C:10]([NH:61][CH2:60][CH2:59][O:58][CH3:57])=[O:12])([CH3:2])([CH3:3])[CH3:4].